From a dataset of Forward reaction prediction with 1.9M reactions from USPTO patents (1976-2016). Predict the product of the given reaction. (1) Given the reactants [CH2:1]([C:3]1[CH:8]=[CH:7][CH:6]=[C:5]([CH2:9][CH3:10])[C:4]=1Br)[CH3:2].[CH:12]([C:14]1[CH:15]=[C:16](B(O)O)[CH:17]=[CH:18][CH:19]=1)=[O:13].C(=O)([O-])[O-].[Na+].[Na+].O, predict the reaction product. The product is: [CH2:1]([C:3]1[CH:8]=[CH:7][CH:6]=[C:5]([CH2:9][CH3:10])[C:4]=1[C:18]1[CH:17]=[CH:16][CH:15]=[C:14]([CH:12]=[O:13])[CH:19]=1)[CH3:2]. (2) Given the reactants [C:1]([C:3]1[CH:4]=[C:5]2[C:10](=[CH:11][CH:12]=1)[C:8](=[O:9])[O:7][CH2:6]2)#[N:2].[F:13][C:14]1[CH:19]=[CH:18][C:17]([Mg:20][Br:21])=[CH:16][CH:15]=1, predict the reaction product. The product is: [Br-:21].[C:1]([C:3]1[CH:12]=[CH:11][C:10]([C:8](=[O:9])[C:17]2[CH:18]=[CH:19][C:14]([F:13])=[CH:15][CH:16]=2)=[C:5]([CH2:6][O-:7])[CH:4]=1)#[N:2].[Mg+2:20]. (3) Given the reactants Br[C:2]1[CH:3]=[C:4]([CH2:9][NH:10][C:11]([C:13]2[CH:18]=[CH:17][CH:16]=[C:15]([C:19]([NH:21][CH2:22][C:23]3[C:24]([NH:36][CH:37]4[CH2:42][CH2:41][O:40][CH2:39][CH2:38]4)=[C:25]4[CH:33]=[N:32][N:31]([CH2:34][CH3:35])[C:26]4=[N:27][C:28]=3[CH2:29][CH3:30])=[O:20])[N:14]=2)=[O:12])[CH:5]=[CH:6][C:7]=1[F:8].[CH:43]([C:45]1[CH:46]=[C:47](B(O)O)[CH:48]=[CH:49][CH:50]=1)=[O:44].C([O-])([O-])=O.[Na+].[Na+], predict the reaction product. The product is: [CH2:34]([N:31]1[C:26]2=[N:27][C:28]([CH2:29][CH3:30])=[C:23]([CH2:22][NH:21][C:19]([C:15]3[CH:16]=[CH:17][CH:18]=[C:13]([C:11]([NH:10][CH2:9][C:4]4[CH:3]=[C:2]([C:49]5[CH:48]=[CH:47][CH:46]=[C:45]([CH:43]=[O:44])[CH:50]=5)[C:7]([F:8])=[CH:6][CH:5]=4)=[O:12])[N:14]=3)=[O:20])[C:24]([NH:36][CH:37]3[CH2:42][CH2:41][O:40][CH2:39][CH2:38]3)=[C:25]2[CH:33]=[N:32]1)[CH3:35].